The task is: Predict the reaction yield, written as a fraction of the theoretical maximum amount of product (1.0 means a 100% yield; for example, 0.34 means a 34% yield).. This data is from Reaction yield outcomes from USPTO patents with 853,638 reactions. (1) The reactants are [Cl:1]N1C(=O)CCC1=O.[Br:9][C:10]1[CH:11]=[CH:12][C:13]([F:27])=[C:14]([C@:16]2([CH3:26])[CH2:21][N:20]3[CH:22]=[CH:23][N:24]=[C:19]3[C:18]([NH2:25])=[N:17]2)[CH:15]=1. The catalyst is C(O)(=O)C.O. The product is [Br:9][C:10]1[CH:11]=[CH:12][C:13]([F:27])=[C:14]([C@:16]2([CH3:26])[CH2:21][N:20]3[C:22]([Cl:1])=[CH:23][N:24]=[C:19]3[C:18]([NH2:25])=[N:17]2)[CH:15]=1. The yield is 0.610. (2) The reactants are [Br:1][C:2]1[CH:3]=[C:4](B2OC(C)(C)C(C)(C)O2)[CH:5]=[C:6]([C:8]([F:11])([F:10])[F:9])[CH:7]=1.[NH:21]1[C:25]2=[N:26][CH:27]=[CH:28][CH:29]=[C:24]2[C:23]([C:30]([O:32][CH3:33])=[O:31])=[N:22]1. No catalyst specified. The product is [Br:1][C:2]1[CH:3]=[C:4]([N:21]2[C:25]3=[N:26][CH:27]=[CH:28][CH:29]=[C:24]3[C:23]([C:30]([O:32][CH3:33])=[O:31])=[N:22]2)[CH:5]=[C:6]([C:8]([F:9])([F:10])[F:11])[CH:7]=1. The yield is 0.210. (3) The reactants are [H-].[Na+].[CH2:3]([OH:7])[CH2:4][CH2:5][OH:6].F[C:9]1[CH:18]=[C:17]2[C:12]([C:13](=[O:19])[NH:14][CH:15]=[N:16]2)=[CH:11][CH:10]=1. The catalyst is CN(C)C=O. The product is [OH:6][CH2:5][CH2:4][CH2:3][O:7][C:9]1[CH:18]=[C:17]2[C:12]([C:13](=[O:19])[NH:14][CH:15]=[N:16]2)=[CH:11][CH:10]=1. The yield is 0.920. (4) The reactants are F[P-](F)(F)(F)(F)F.N1(O[P+](N(C)C)(N(C)C)N(C)C)C2C=CC=CC=2N=N1.[CH2:28]([C:30]1[CH:35]=[CH:34][C:33]([CH2:36][CH2:37][NH:38][C:39]([C:41]2([CH2:47][C:48]3[CH:53]=[CH:52][CH:51]=[CH:50][C:49]=3[F:54])[CH2:46][CH2:45][NH:44][CH2:43][CH2:42]2)=[O:40])=[CH:32][CH:31]=1)[CH3:29].[F:55][C:56]1[CH:61]=[CH:60][C:59]([CH2:62][CH2:63][C:64](O)=[O:65])=[CH:58][CH:57]=1.C(N(CC)CC)C. The catalyst is O1CCCC1.C(OCC)C. The product is [CH2:28]([C:30]1[CH:35]=[CH:34][C:33]([CH2:36][CH2:37][NH:38][C:39]([C:41]2([CH2:47][C:48]3[CH:53]=[CH:52][CH:51]=[CH:50][C:49]=3[F:54])[CH2:42][CH2:43][N:44]([C:64](=[O:65])[CH2:63][CH2:62][C:59]3[CH:60]=[CH:61][C:56]([F:55])=[CH:57][CH:58]=3)[CH2:45][CH2:46]2)=[O:40])=[CH:32][CH:31]=1)[CH3:29]. The yield is 0.400. (5) The reactants are [CH3:1][C:2]([CH3:10])=[CH:3][CH2:4][CH2:5][CH2:6][CH2:7][CH2:8][OH:9]. The catalyst is CO.[Pd]. The product is [CH3:1][CH:2]([CH3:10])[CH2:3][CH2:4][CH2:5][CH2:6][CH2:7][CH2:8][OH:9]. The yield is 0.960. (6) The reactants are [CH3:1][N:2]1[C:7](=[O:8])[CH:6]=[CH:5][C:4]([N:9]2[CH2:14][CH2:13][CH:12]([CH:15]=O)[CH2:11][CH2:10]2)=[N:3]1.[C:17]([O:21][C:22]([NH:24][CH2:25][CH2:26][NH2:27])=[O:23])([CH3:20])([CH3:19])[CH3:18].C(O)(=O)C.C(O[BH-](OC(=O)C)OC(=O)C)(=O)C.[Na+]. The catalyst is ClCCl.O. The product is [C:17]([O:21][C:22](=[O:23])[NH:24][CH2:25][CH2:26][NH:27][CH2:15][CH:12]1[CH2:11][CH2:10][N:9]([C:4]2[CH:5]=[CH:6][C:7](=[O:8])[N:2]([CH3:1])[N:3]=2)[CH2:14][CH2:13]1)([CH3:20])([CH3:18])[CH3:19]. The yield is 0.390. (7) The reactants are [CH3:1][N:2]1[C:6]([C:7]([F:10])([F:9])[F:8])=[CH:5][C:4]([NH2:11])=[N:3]1.Cl[C:13]([O:15][C:16]1[CH:21]=[CH:20][CH:19]=[CH:18][CH:17]=1)=[O:14].C([O-])([O-])=O.[K+].[K+]. The catalyst is C1COCC1. The product is [CH3:1][N:2]1[C:6]([C:7]([F:8])([F:9])[F:10])=[CH:5][C:4]([NH:11][C:13](=[O:14])[O:15][C:16]2[CH:21]=[CH:20][CH:19]=[CH:18][CH:17]=2)=[N:3]1. The yield is 0.710. (8) The reactants are [CH3:1][C:2]1[C:3]([CH2:8][N:9]([CH2:16][C:17]2[C:22]([CH3:23])=[CH:21][CH:20]=[CH:19][N:18]=2)[CH:10]2[CH2:15][CH2:14][NH:13][CH2:12][CH2:11]2)=[N:4][CH:5]=[CH:6][CH:7]=1.[CH3:24][C:25](OC(C)=O)=[O:26].CCN(CC)CC. The catalyst is CC#N. The product is [CH3:1][C:2]1[C:3]([CH2:8][N:9]([CH2:16][C:17]2[C:22]([CH3:23])=[CH:21][CH:20]=[CH:19][N:18]=2)[CH:10]2[CH2:15][CH2:14][N:13]([C:25](=[O:26])[CH3:24])[CH2:12][CH2:11]2)=[N:4][CH:5]=[CH:6][CH:7]=1. The yield is 0.530.